From a dataset of Reaction yield outcomes from USPTO patents with 853,638 reactions. Predict the reaction yield, written as a fraction of the theoretical maximum amount of product (1.0 means a 100% yield; for example, 0.34 means a 34% yield). (1) No catalyst specified. The yield is 0.580. The product is [CH2:1]([O:3][C:4]1[C:9]([O:10][CH3:11])=[CH:8][C:7]([C:12]2[O:13][C:14]([C:22](=[O:38])[CH:23]([O:36][CH3:37])[C:24]3[CH:25]=[CH:26][C:27]([N:30]4[CH2:31][CH2:32][O:33][CH2:34][CH2:35]4)=[CH:28][CH:29]=3)=[CH:15][CH:16]=2)=[CH:6][C:5]=1[O:17][CH3:18])[CH3:2]. The reactants are [CH2:1]([O:3][C:4]1[C:9]([O:10][CH3:11])=[CH:8][C:7]([C:12]2[O:13][CH:14]=[CH:15][CH:16]=2)=[CH:6][C:5]=1[O:17][CH3:18])[CH3:2].CON(C)[C:22](=[O:38])[CH:23]([O:36][CH3:37])[C:24]1[CH:29]=[CH:28][C:27]([N:30]2[CH2:35][CH2:34][O:33][CH2:32][CH2:31]2)=[CH:26][CH:25]=1. (2) The reactants are [C:1]([O:5][C:6]([N:8]1[CH2:13][CH2:12][C:11]([CH:20]2[CH2:25][CH2:24][CH2:23][CH2:22][CH2:21]2)([CH2:14]OS(C)(=O)=O)[CH2:10][CH2:9]1)=[O:7])([CH3:4])([CH3:3])[CH3:2].[N-:26]=[N+:27]=[N-:28].[Na+]. The catalyst is CN(C=O)C. The product is [C:1]([O:5][C:6]([N:8]1[CH2:13][CH2:12][C:11]([CH:20]2[CH2:25][CH2:24][CH2:23][CH2:22][CH2:21]2)([CH2:14][N:26]=[N+:27]=[N-:28])[CH2:10][CH2:9]1)=[O:7])([CH3:4])([CH3:3])[CH3:2]. The yield is 0.760. (3) The reactants are Br[C:2]1[C:7](=[O:8])[N:6]([CH2:9][C:10]2[CH:15]=[CH:14][C:13]([C:16]3[C:17]([C:22]#[N:23])=[CH:18][CH:19]=[CH:20][CH:21]=3)=[CH:12][CH:11]=2)[C:5]([O:24][CH2:25][CH3:26])=[N:4][C:3]=1[CH3:27].[C:28]1(B(O)O)[CH:33]=[CH:32][CH:31]=[CH:30][CH:29]=1.C(=O)([O-])[O-].[Cs+].[Cs+]. The catalyst is O1CCOCC1.C(OCC)(=O)C.C1C=CC(P(C2C=CC=CC=2)[C-]2C=CC=C2)=CC=1.C1C=CC(P(C2C=CC=CC=2)[C-]2C=CC=C2)=CC=1.Cl[Pd]Cl.[Fe+2]. The product is [CH2:25]([O:24][C:5]1[N:6]([CH2:9][C:10]2[CH:15]=[CH:14][C:13]([C:16]3[C:17]([C:22]#[N:23])=[CH:18][CH:19]=[CH:20][CH:21]=3)=[CH:12][CH:11]=2)[C:7](=[O:8])[C:2]([C:28]2[CH:33]=[CH:32][CH:31]=[CH:30][CH:29]=2)=[C:3]([CH3:27])[N:4]=1)[CH3:26]. The yield is 0.780. (4) The reactants are [Br:1]N1C(=O)CCC1=O.C1(P(C2C=CC=CC=2)C2C=CC=CC=2)C=CC=CC=1.[CH3:28][C:29]([C:32]1[CH:37]=[CH:36][C:35]([CH2:38][O:39][CH2:40][CH2:41]O)=[CH:34][CH:33]=1)([CH3:31])[CH3:30]. The catalyst is C(Cl)Cl.[Al]. The product is [Br:1][CH2:41][CH2:40][O:39][CH2:38][C:35]1[CH:36]=[CH:37][C:32]([C:29]([CH3:31])([CH3:30])[CH3:28])=[CH:33][CH:34]=1. The yield is 0.120.